This data is from Forward reaction prediction with 1.9M reactions from USPTO patents (1976-2016). The task is: Predict the product of the given reaction. (1) The product is: [C:1]([O:5][C:6]([NH:8][C@H:9]([C:18]([OH:20])=[O:19])[CH2:10][C:11]1[CH:12]=[CH:13][C:14]([O:17][CH2:25][CH3:26])=[CH:15][CH:16]=1)=[O:7])([CH3:4])([CH3:2])[CH3:3]. Given the reactants [C:1]([O:5][C:6]([NH:8][C@H:9]([C:18]([OH:20])=[O:19])[CH2:10][C:11]1[CH:16]=[CH:15][C:14]([OH:17])=[CH:13][CH:12]=1)=[O:7])([CH3:4])([CH3:3])[CH3:2].S(OCC)(O[CH2:25][CH3:26])(=O)=O.C(OCC)(=O)C.Cl, predict the reaction product. (2) The product is: [NH:1]1[C:9]2[C:4](=[CH:5][CH:6]=[CH:7][CH:8]=2)[CH:3]([CH2:10][CH2:11][OH:12])[CH2:2]1. Given the reactants [NH:1]1[C:9]2[C:4](=[CH:5][CH:6]=[CH:7][CH:8]=2)[CH:3]([CH2:10][C:11](OC)=[O:12])[CH2:2]1.[H-].[Al+3].[Li+].[H-].[H-].[H-], predict the reaction product. (3) Given the reactants N1C=C[CH:4]=[CH:3][CH:2]=1.[C:7]1([C:13]2[CH:21]=[CH:20][C:16]([C:17](Cl)=[O:18])=[CH:15][CH:14]=2)[CH:12]=[CH:11][CH:10]=[CH:9][CH:8]=1.[O:22]1[CH2:26][CH2:25][CH2:24][CH2:23]1, predict the reaction product. The product is: [C:13]1([C:7]2[CH:12]=[CH:11][CH:10]=[CH:9][CH:8]=2)[CH:21]=[CH:20][C:16]([C:17]([O:22][CH:26]2[CH2:2][CH:3]3[CH2:4][CH:25]2[CH:24]=[CH:23]3)=[O:18])=[CH:15][CH:14]=1.